Predict the reactants needed to synthesize the given product. From a dataset of Full USPTO retrosynthesis dataset with 1.9M reactions from patents (1976-2016). (1) Given the product [NH2:2][CH2:3][C:4]([NH:15][C:16]1[S:20][N:19]=[C:18]([CH3:21])[CH:17]=1)=[O:5], predict the reactants needed to synthesize it. The reactants are: C[N:2]1CC[O:5][CH2:4][CH2:3]1.ClC(OCC)=O.Cl.[NH2:15][C:16]1[S:20][N:19]=[C:18]([CH3:21])[CH:17]=1.C(N(CC)CC)C.Cl. (2) Given the product [CH2:10]([O:12][C:13]([C:15]1([CH2:28][CH2:29][NH:4][C:3]2[CH:5]=[CH:6][C:7]([Br:9])=[CH:8][C:2]=2[CH3:1])[CH2:20][CH2:19][N:18]([C:21]([O:23][C:24]([CH3:27])([CH3:26])[CH3:25])=[O:22])[CH2:17][CH2:16]1)=[O:14])[CH3:11], predict the reactants needed to synthesize it. The reactants are: [CH3:1][C:2]1[CH:8]=[C:7]([Br:9])[CH:6]=[CH:5][C:3]=1[NH2:4].[CH2:10]([O:12][C:13]([C:15]1([CH2:28][CH:29]=O)[CH2:20][CH2:19][N:18]([C:21]([O:23][C:24]([CH3:27])([CH3:26])[CH3:25])=[O:22])[CH2:17][CH2:16]1)=[O:14])[CH3:11].C(O)(=O)C.[BH-](OC(C)=O)(OC(C)=O)OC(C)=O.[Na+].NC1C=CC=CC=1. (3) Given the product [CH3:1][N:2]([CH2:5][C:6]1[CH:7]=[C:8]2[C:13](=[CH:14][CH:15]=1)[O:12][C:11]([C:16]1[CH:21]=[CH:20][C:19]([OH:22])=[CH:18][CH:17]=1)=[CH:10][C:9]2=[O:23])[CH3:3], predict the reactants needed to synthesize it. The reactants are: [CH3:1][NH:2][CH3:3].Br[CH2:5][C:6]1[CH:7]=[C:8]2[C:13](=[CH:14][CH:15]=1)[O:12][C:11]([C:16]1[CH:21]=[CH:20][C:19]([OH:22])=[CH:18][CH:17]=1)=[CH:10][C:9]2=[O:23].